Predict which catalyst facilitates the given reaction. From a dataset of Catalyst prediction with 721,799 reactions and 888 catalyst types from USPTO. Reactant: [C:1]1(=[O:6])[CH2:5][CH2:4][CH2:3][CH2:2]1.C[Si]([N-][Si](C)(C)C)(C)C.[Li+].C1C=CC(N([S:24]([C:27]([F:30])([F:29])[F:28])(=[O:26])=[O:25])[S:24]([C:27]([F:30])([F:29])[F:28])(=[O:26])=[O:25])=CC=1.[Cl-].[NH4+]. Product: [F:28][C:27]([F:30])([F:29])[S:24]([O:6][C:1]1[CH2:5][CH2:4][CH2:3][CH:2]=1)(=[O:26])=[O:25]. The catalyst class is: 1.